From a dataset of Experimentally validated miRNA-target interactions with 360,000+ pairs, plus equal number of negative samples. Binary Classification. Given a miRNA mature sequence and a target amino acid sequence, predict their likelihood of interaction. (1) The miRNA is hsa-miR-4668-5p with sequence AGGGAAAAAAAAAAGGAUUUGUC. The protein sequence of the target gene is MAAAEVADTQLMLGVGLIEKDTNGEVLWVWCYPSTTATLRNLLLRKCCLTDENKLLHPFVFGQYRRTWFYITTIEVPDSSILKKVTHFSIVLTAKDFNPEKYAAFTRILCRMYLKHGSPVKMMESYIAVLTKGICQSEENGSFLSKDFDARKAYLAGSIKDIVSQFGMETVILHTALMLKKRIVVYHPKIEAVQEFTRTLPALVWHRQDWTILHSYVHLNADELEALQMCTGYVAGFVDLEVSNRPDLYDVFVNLAESEITIAPLAKEAMAMGKLHKEMGQLIVQSAEDPEKSESHVIQD.... Result: 1 (interaction). (2) Result: 0 (no interaction). The protein sequence of the target gene is MRSLLLLVLISVCWADHHLSDSYTPPDQDRVIHIQAENGPRLLVEAEQAKVFSHRGGNVTLPCKFYRDPTAFGSGIHKIRIKWTKLTSDYLREVDVFVSMGYHKKTYGGYQGRVFLKGGSDNDASLVITDLTLEDYGRYKCEVIEGLEDDTAVVALELQGVVFPYFPRLGRYNLNFHEARQACLDQDAVIASFDQLYDAWRGGLDWCNAGWLSDGSVQYPITKPREPCGGQNTVPGVRNYGFWDKDKSRYDVFCFTSNFNGRFYYLIHPTKLTYDEAVQACLNDGAQIAKVGQIFAAWKL.... The miRNA is dme-miR-313-3p with sequence UAUUGCACUUUUCACAGCCCGA. (3) The miRNA is dme-miR-8-3p with sequence UAAUACUGUCAGGUAAAGAUGUC. The protein sequence of the target gene is MNGTEGPNFYVPFSNVTGVVRSPFEQPQYYLAEPWQFSMLAAYMFLLIVLGFPINFLTLYVTVQHKKLRTPLNYILLNLAVADLFMVFGGFTTTLYTSLHGYFVFGPTGCNLEGFFATLGGEIALWSLVVLAIERYVVVCKPMSNFRFGENHAIMGVVFTWIMALACAAPPLVGWSRYIPEGMQCSCGIDYYTLKPEVNNESFVIYMFVVHFTIPMIVIFFCYGQLVFTVKEAAAQQQESATTQKAEKEVTRMVIIMVIFFLICWLPYASVAFYIFTHQGSNFGPIFMTLPAFFAKSSSI.... Result: 0 (no interaction). (4) The miRNA is hsa-miR-8088 with sequence CCUCGGUACUGGAAAGGGGUA. The protein sequence of the target gene is MADPGMMSLFGEDGSLFSEGLEGLGECGYPENPVNPMGQQMPIDQGFPSLQPSLHHPSPNQNQTKLTHFDHYSQYEQKMHLMDQPNRMMGSAPGNGLASPHSQYHTPPVPQVPHGGGGGGQMGVYPGIQNERHGQSFVDGGSMWGPRAVQVPDQIRAPYQQQQPQPAPSGPPAQGHPQHMQQMGSYLARGDFSMQQHGQPQQRMGQFSQGQEGLSQGSPFIATSGPGHLSHMPQQSPSMAPSLRHPVQQQFHHHPAALHGESVAHSPRFSPNPPQQGAVRPQTLNFSSRNQTVPSPTVNN.... Result: 0 (no interaction). (5) The miRNA is hsa-miR-6847-5p with sequence ACAGAGGACAGUGGAGUGUGAGC. The protein sequence of the target gene is MWRVRKRGYFGIWSFPLIIAAVCAQSVNDPSNMSLVKETVDRLLKGYDIRLRPDFGGPPVAVGMNIDIASIDMVSEVNMDYTLTMYFQQAWRDKRLSYNVIPLNLTLDNRVADQLWVPDTYFLNDKKSFVHGVTVKNRMIRLHPDGTVLYGLRITTTAACMMDLRRYPLDEQNCTLEIESYGYTTDDIEFYWRGDDNAVTGVTKIELPQFSIVDYKLITKKVVFSTGSYPRLSLSFKLKRNIGYFILQTYMPSILITILSWVSFWINYDASAARVALGITTVLTMTTINTHLRETLPKIP.... Result: 0 (no interaction). (6) The miRNA is mmu-miR-880-3p with sequence UACUCCAUCCUCUCUGAGUAGA. The protein sequence of the target gene is MFYFHCPPQLEGTAPFGNHSTGDFDDGFLRRKQRRNRTTFTLQQLEALEAVFAQTHYPDVFTREELAMKINLTEARVQVWFQNRRAKWRKTERGASDQEPGAKEPMAEVTPPPVRNINSPPPGDQTRSKKEALEAQQSLGRTVGPTGPFFPSCLPGTLLNTATYAQALSHVASLKGGPLCSCCVPDPMGLSFLPTYGCQSNRTASVAALRMKAREHSEAVLQSANLLPSTSSSPGPASKQAPPEGSQDKTSPTKEQSEGEKSV. Result: 0 (no interaction). (7) The miRNA is hsa-miR-3184-5p with sequence UGAGGGGCCUCAGACCGAGCUUUU. The protein sequence of the target gene is METTISEIHVENKDEKRSAEGSPGAERQKEKASMLCFKRRKKAAKALKPKAGSEAADVARKCPQEAGASDQPEPTRGAWASLKRLVTRRKRSESSKQQKPLEGEMQPAINAEDADLSKKKAKSRLKIPCIKFPRGPKRSNHSKIIEDSDCSIKVQEEAEILDIQTQTPLNDQATKAKSTQDLSEGISRKDGDEVCESNVSNSTTSGEKVISVELGLDNGHSAIQTGTLILEEIETIKEKQDVQPQQASPLETSETDHQQPVLSDVPPLPAIPDQQIVEEASNSTLESAPNGKDYESTEIV.... Result: 0 (no interaction).